Task: Predict which catalyst facilitates the given reaction.. Dataset: Catalyst prediction with 721,799 reactions and 888 catalyst types from USPTO (1) Reactant: Cl[S:2]([C:5]1[CH:13]=[CH:12][CH:11]=[C:10]2[C:6]=1[CH2:7][CH:8]([C:14]([O:16][CH3:17])=[O:15])[CH2:9]2)(=[O:4])=[O:3].[F:18][C:19]1[CH:20]=[C:21]([CH:31]=[CH:32][C:33]=1[C:34]([F:37])([F:36])[F:35])[CH2:22][N:23]1[CH2:28][CH:27]([CH3:29])[NH:26][CH:25]([CH3:30])[CH2:24]1.C(=O)([O-])[O-].[K+].[K+]. Product: [CH3:17][O:16][C:14]([CH:8]1[CH2:7][C:6]2[C:10](=[CH:11][CH:12]=[CH:13][C:5]=2[S:2]([N:26]2[C@H:25]([CH3:30])[CH2:24][N:23]([CH2:22][C:21]3[CH:31]=[CH:32][C:33]([C:34]([F:35])([F:36])[F:37])=[C:19]([F:18])[CH:20]=3)[CH2:28][C@@H:27]2[CH3:29])(=[O:4])=[O:3])[CH2:9]1)=[O:15]. The catalyst class is: 10. (2) Reactant: [N:1]1([C:7]2[O:11][C:10]([C:12]([O:14]CC)=[O:13])=[N:9][N:8]=2)[CH2:6][CH2:5][CH2:4][CH2:3][CH2:2]1.[OH-].[Li+].O.Cl. Product: [N:1]1([C:7]2[O:11][C:10]([C:12]([OH:14])=[O:13])=[N:9][N:8]=2)[CH2:6][CH2:5][CH2:4][CH2:3][CH2:2]1. The catalyst class is: 7.